Dataset: Reaction yield outcomes from USPTO patents with 853,638 reactions. Task: Predict the reaction yield, written as a fraction of the theoretical maximum amount of product (1.0 means a 100% yield; for example, 0.34 means a 34% yield). (1) The catalyst is C1CCN2C(=NCCC2)CC1. The reactants are [CH3:1][C:2]1([CH3:14])[CH2:7][CH:6]([C:8](=[O:13])[CH2:9][CH2:10][CH:11]=[CH2:12])[CH:5]=[CH:4][CH2:3]1.[CH3:15][CH:16]([SH:18])[CH3:17]. The product is [CH:16]([S:18][CH:5]1[CH2:4][CH2:3][C:2]([CH3:14])([CH3:1])[CH2:7][CH:6]1[C:8](=[O:13])[CH2:9][CH2:10][CH:11]=[CH2:12])([CH3:17])[CH3:15]. The yield is 0.590. (2) The reactants are [CH2:1]([NH:5][S:6]([NH:9][C:10](=[O:31])/[CH:11]=[CH:12]/[C:13]1[C:14]([CH3:30])=[N:15][N:16]([CH3:29])[C:17]=1[N:18]1[C:26]2[C:21](=[CH:22][CH:23]=[C:24]([O:27]C)[CH:25]=2)[CH:20]=[CH:19]1)(=[O:8])=[O:7])[CH2:2][CH2:3][CH3:4].B(Br)(Br)Br. The catalyst is ClCCl. The product is [CH2:1]([NH:5][S:6]([NH:9][C:10](=[O:31])/[CH:11]=[CH:12]/[C:13]1[C:14]([CH3:30])=[N:15][N:16]([CH3:29])[C:17]=1[N:18]1[C:26]2[C:21](=[CH:22][CH:23]=[C:24]([OH:27])[CH:25]=2)[CH:20]=[CH:19]1)(=[O:8])=[O:7])[CH2:2][CH2:3][CH3:4]. The yield is 0.910. (3) The reactants are [CH3:1][N:2]1[C:6]([C:7]2[CH:8]=[C:9]([C:15]([O:17]C)=[O:16])[S:10][C:11]=2[CH2:12][CH2:13][CH3:14])=[CH:5][CH:4]=[N:3]1.[Cl:19]N1C(=O)CCC1=O.[OH-].[Na+]. The catalyst is O1CCCC1. The product is [Cl:19][C:5]1[CH:4]=[N:3][N:2]([CH3:1])[C:6]=1[C:7]1[CH:8]=[C:9]([C:15]([OH:17])=[O:16])[S:10][C:11]=1[CH2:12][CH2:13][CH3:14]. The yield is 0.930. (4) The reactants are CN(C)C(=O)C.[F:7][C:8]1[CH:13]=[CH:12][CH:11]=[CH:10][C:9]=1[C:14](=O)[CH2:15][CH:16]([C:19]#[N:20])[C:17]#[N:18].C(N(CC)CC)C.C(O)=O. The catalyst is C(O)(=O)C. The product is [F:7][C:8]1[CH:13]=[CH:12][CH:11]=[CH:10][C:9]=1[C:14]1[NH:18][CH:17]=[C:16]([C:19]#[N:20])[CH:15]=1. The yield is 0.410. (5) The reactants are [OH:1][C:2]1[CH:3]=[C:4]([CH2:8][C:9]([O:11][CH2:12][C:13]2[CH:18]=[CH:17][CH:16]=[CH:15][CH:14]=2)=[O:10])[CH:5]=[CH:6][CH:7]=1.Br[CH2:20][CH2:21][CH2:22][C:23]([O:25][CH2:26][CH3:27])=[O:24].C([O-])([O-])=O.[K+].[K+].CN(C=O)C. The catalyst is O. The product is [CH2:12]([O:11][C:9](=[O:10])[CH2:8][C:4]1[CH:3]=[C:2]([CH:7]=[CH:6][CH:5]=1)[O:1][CH2:20][CH2:21][CH2:22][C:23]([O:25][CH2:26][CH3:27])=[O:24])[C:13]1[CH:14]=[CH:15][CH:16]=[CH:17][CH:18]=1. The yield is 1.00.